This data is from Catalyst prediction with 721,799 reactions and 888 catalyst types from USPTO. The task is: Predict which catalyst facilitates the given reaction. (1) Reactant: [CH3:1][O:2][C:3](=[O:14])[CH2:4][C:5]1[C:13]2[C:8](=[CH:9][CH:10]=[CH:11][CH:12]=2)[NH:7][CH:6]=1.[H-].[Na+].[CH2:17](I)[CH2:18][CH2:19][CH2:20][CH2:21][CH2:22][CH3:23].Cl. Product: [CH3:1][O:2][C:3](=[O:14])[CH2:4][C:5]1[C:13]2[C:8](=[CH:9][CH:10]=[CH:11][CH:12]=2)[N:7]([CH2:17][CH2:18][CH2:19][CH2:20][CH2:21][CH2:22][CH3:23])[CH:6]=1. The catalyst class is: 35. (2) Reactant: COCCO[AlH2-]OCCOC.[Na+].[CH:13]1([NH:16][C:17]2[C:22]([C:23](N(OC)C)=[O:24])=[CH:21][N:20]=[C:19]3[N:29]([CH2:32][CH3:33])[N:30]=[CH:31][C:18]=23)[CH2:15][CH2:14]1.C(O)(=O)CC(CC(O)=O)(C(O)=O)O. Product: [CH:13]1([NH:16][C:17]2[C:22]([CH:23]=[O:24])=[CH:21][N:20]=[C:19]3[N:29]([CH2:32][CH3:33])[N:30]=[CH:31][C:18]=23)[CH2:14][CH2:15]1. The catalyst class is: 11. (3) Reactant: I.[NH2:2][C:3]1[C:4]([C:11]([NH:13][C:14](=[NH:17])[S:15][CH3:16])=[O:12])=[N:5][C:6]([Cl:10])=[C:7]([NH2:9])[N:8]=1.[CH2:18]([O:25][C:26](ON1C(=O)CCC1=O)=[O:27])[C:19]1[CH:24]=[CH:23][CH:22]=[CH:21][CH:20]=1. Product: [NH2:2][C:3]1[C:4]([C:11]([NH:13][C:14](=[N:17][C:26](=[O:27])[O:25][CH2:18][C:19]2[CH:24]=[CH:23][CH:22]=[CH:21][CH:20]=2)[S:15][CH3:16])=[O:12])=[N:5][C:6]([Cl:10])=[C:7]([NH2:9])[N:8]=1. The catalyst class is: 1. (4) Reactant: [C:1]([O:5][C:6](=[O:31])[CH2:7][O:8][C:9]1[C:14]2[CH2:15][CH2:16][CH2:17][CH2:18][CH:19]([NH:20][S:21]([C:24]3[CH:29]=[CH:28][C:27](Br)=[CH:26][N:25]=3)(=[O:23])=[O:22])[C:13]=2[CH:12]=[CH:11][CH:10]=1)([CH3:4])([CH3:3])[CH3:2].[OH:32][CH2:33][CH2:34][C:35]1[CH:36]=[C:37](B(O)O)[CH:38]=[CH:39][CH:40]=1.C([O-])([O-])=O.[K+].[K+]. Product: [C:1]([O:5][C:6](=[O:31])[CH2:7][O:8][C:9]1[C:14]2[CH2:15][CH2:16][CH2:17][CH2:18][CH:19]([NH:20][S:21]([C:24]3[CH:29]=[CH:28][C:27]([C:39]4[CH:38]=[CH:37][CH:36]=[C:35]([CH2:34][CH2:33][OH:32])[CH:40]=4)=[CH:26][N:25]=3)(=[O:23])=[O:22])[C:13]=2[CH:12]=[CH:11][CH:10]=1)([CH3:4])([CH3:3])[CH3:2]. The catalyst class is: 73. (5) Reactant: [F-].C([N+](CCCC)(CCCC)CCCC)CCC.[NH2:19][C:20]1[C:25]([C:26]([O:28][CH3:29])=[O:27])=[C:24]([OH:30])[C:23]([C:31]2[CH:35]=[CH:34][O:33][C:32]=2[CH2:36][CH2:37][O:38][Si](C(C)(C)C)(C)C)=[CH:22][CH:21]=1. Product: [NH2:19][C:20]1[C:25]([C:26]([O:28][CH3:29])=[O:27])=[C:24]([OH:30])[C:23]([C:31]2[CH:35]=[CH:34][O:33][C:32]=2[CH2:36][CH2:37][OH:38])=[CH:22][CH:21]=1. The catalyst class is: 1. (6) Reactant: [O:1]=[C:2]1[CH2:7][CH2:6][CH:5]([C:8]([O:10][CH2:11][CH3:12])=[O:9])[CH2:4][CH2:3]1.[CH2:13](O)[CH2:14][OH:15].C(O)(=O)C(O)=O.C(=O)([O-])O.[Na+]. Product: [O:15]1[C:2]2([CH2:7][CH2:6][CH:5]([C:8]([O:10][CH2:11][CH3:12])=[O:9])[CH2:4][CH2:3]2)[O:1][CH2:13][CH2:14]1. The catalyst class is: 11.